This data is from Full USPTO retrosynthesis dataset with 1.9M reactions from patents (1976-2016). The task is: Predict the reactants needed to synthesize the given product. (1) Given the product [Cl:1][C:2]1[CH:19]=[C:18]([CH:17]=[CH:16][C:3]=1[C:4]([N:6]1[CH2:10][CH2:9][C@H:8]([O:11][CH2:12][CH:13]([CH3:15])[CH3:14])[CH2:7]1)=[O:5])[NH2:20], predict the reactants needed to synthesize it. The reactants are: [Cl:1][C:2]1[CH:19]=[C:18]([N+:20]([O-])=O)[CH:17]=[CH:16][C:3]=1[C:4]([N:6]1[CH2:10][CH2:9][C@H:8]([O:11][CH2:12][CH:13]([CH3:15])[CH3:14])[CH2:7]1)=[O:5].[Cl-].[Ca+2].[Cl-].C(O)C. (2) The reactants are: [O:1]=[C:2]1[C:7]([C:8]([O:10]CC)=O)=[N:6][N:5]=[CH:4][NH:3]1.[NH3:13]. Given the product [O:1]=[C:2]1[C:7]([C:8]([NH2:13])=[O:10])=[N:6][N:5]=[CH:4][NH:3]1, predict the reactants needed to synthesize it. (3) Given the product [C:42]1([C:41]([C:54]2[CH:59]=[CH:58][CH:57]=[CH:56][CH:55]=2)([C:48]2[CH:53]=[CH:52][CH:51]=[CH:50][CH:49]=2)[O:40][CH2:39][CH2:38][O:37][CH2:36][CH2:35][O:34][CH2:33][CH2:32][O:31][CH2:25][CH2:24][O:23][CH2:22][CH2:21][O:20][CH2:19][CH2:18][O:17][CH2:16][CH2:15][O:14][CH2:13][CH2:12][O:11][CH2:10][CH2:9][O:8][CH2:7][C:1]2[CH:2]=[CH:3][CH:4]=[CH:5][CH:6]=2)[CH:47]=[CH:46][CH:45]=[CH:44][CH:43]=1, predict the reactants needed to synthesize it. The reactants are: [C:1]1([CH2:7][O:8][CH2:9][CH2:10][O:11][CH2:12][CH2:13][O:14][CH2:15][CH2:16][O:17][CH2:18][CH2:19][O:20][CH2:21][CH2:22][O:23][CH2:24][CH2:25]O)[CH:6]=[CH:5][CH:4]=[CH:3][CH:2]=1.CS([O:31][CH2:32][CH2:33][O:34][CH2:35][CH2:36][O:37][CH2:38][CH2:39][O:40][C:41]([C:54]1[CH:59]=[CH:58][CH:57]=[CH:56][CH:55]=1)([C:48]1[CH:53]=[CH:52][CH:51]=[CH:50][CH:49]=1)[C:42]1[CH:47]=[CH:46][CH:45]=[CH:44][CH:43]=1)(=O)=O.[H-].[Na+]. (4) The reactants are: [CH2:1]([O:8][C:9]1[C:14]([C:15]([O:17]CC2C=CC=CC=2)=[O:16])=[CH:13][N:12]=[C:11]([N:25]2[CH:29]=[CH:28][CH:27]=[N:26]2)[N:10]=1)[C:2]1[CH:7]=[CH:6][CH:5]=[CH:4][CH:3]=1.C1COCC1.O.[OH-].[K+]. Given the product [CH2:1]([O:8][C:9]1[C:14]([C:15]([OH:17])=[O:16])=[CH:13][N:12]=[C:11]([N:25]2[CH:29]=[CH:28][CH:27]=[N:26]2)[N:10]=1)[C:2]1[CH:3]=[CH:4][CH:5]=[CH:6][CH:7]=1, predict the reactants needed to synthesize it. (5) Given the product [N+:3]([C:6]1[N:7]([CH2:11][CH:12]([C:14]2[CH:15]=[N:16][CH:17]=[CH:18][CH:19]=2)[OH:13])[CH:8]=[CH:9][N:10]=1)([O-:5])=[O:4], predict the reactants needed to synthesize it. The reactants are: [BH4-].[Na+].[N+:3]([C:6]1[N:7]([CH2:11][C:12]([C:14]2[CH:15]=[N:16][CH:17]=[CH:18][CH:19]=2)=[O:13])[CH:8]=[CH:9][N:10]=1)([O-:5])=[O:4]. (6) Given the product [CH2:15]([O:14][C:7]1[CH:6]=[C:5]([CH:10]=[C:9]([CH:11]([CH3:13])[CH3:12])[CH:8]=1)[CH2:4][NH:1][C:23](=[O:22])[O:25][C:26]([CH3:29])([CH3:28])[CH3:27])[C:16]1[CH:21]=[CH:20][CH:19]=[CH:18][CH:17]=1, predict the reactants needed to synthesize it. The reactants are: [N:1]([CH2:4][C:5]1[CH:10]=[C:9]([C:11]([CH3:13])=[CH2:12])[CH:8]=[C:7]([O:14][CH2:15][C:16]2[CH:21]=[CH:20][CH:19]=[CH:18][CH:17]=2)[CH:6]=1)=[N+]=[N-].[O:22](C(OC(C)(C)C)=O)[C:23]([O:25][C:26]([CH3:29])([CH3:28])[CH3:27])=O. (7) Given the product [C:12]([Si:16]([CH3:44])([CH3:43])[O:17][CH2:18][CH2:19][C:20]1([C@@H:25]2[C@:33]3([CH3:34])[C@H:28]([C@@H:29]([O:35][Si:36]([C:39]([CH3:42])([CH3:41])[CH3:40])([CH3:37])[CH3:38])[CH2:30][CH2:31][CH2:32]3)[CH2:27][CH2:26]2)[CH2:22][CH:21]1[CH:23]=[O:24])([CH3:15])([CH3:14])[CH3:13], predict the reactants needed to synthesize it. The reactants are: [Cr](Cl)([O-])(=O)=O.[NH+]1C=CC=CC=1.[C:12]([Si:16]([CH3:44])([CH3:43])[O:17][CH2:18][CH2:19][C:20]1([C@@H:25]2[C@:33]3([CH3:34])[C@H:28]([C@@H:29]([O:35][Si:36]([C:39]([CH3:42])([CH3:41])[CH3:40])([CH3:38])[CH3:37])[CH2:30][CH2:31][CH2:32]3)[CH2:27][CH2:26]2)[CH2:22][CH:21]1[CH2:23][OH:24])([CH3:15])([CH3:14])[CH3:13]. (8) Given the product [CH2:6]([C@H:2]([NH2:1])[C:3]([OH:5])=[O:4])[CH2:7][C:8]([NH:10][C@H:11]([C:14]([NH:16][CH2:17][C:18]([OH:20])=[O:19])=[O:15])[CH2:12][S:13][S:13][CH2:12][C@H:11]([NH:10][C:8]([CH2:7][CH2:6][C@H:2]([NH2:1])[C:3]([OH:5])=[O:4])=[O:9])[C:14]([NH:16][CH2:17][C:18]([OH:20])=[O:19])=[O:15])=[O:9], predict the reactants needed to synthesize it. The reactants are: [NH2:1][C@@H:2]([CH2:6][CH2:7][C:8]([NH:10][C@H:11]([C:14]([NH:16][CH2:17][C:18]([OH:20])=[O:19])=[O:15])[CH2:12][SH:13])=[O:9])[C:3]([OH:5])=[O:4]. (9) Given the product [C:36]([N:31]1[C:32]2[C:28](=[CH:27][CH:26]=[C:25]([N:14]([CH:11]3[CH2:10][CH2:9][N:8]([CH2:1][C:2]4[CH:3]=[CH:4][CH:5]=[CH:6][CH:7]=4)[CH2:13][CH2:12]3)[C:15](=[O:24])/[CH:16]=[CH:17]/[C:18]3[CH:23]=[CH:22][CH:21]=[CH:20][CH:19]=3)[CH:33]=2)[CH:29]=[CH:30]1)(=[O:38])[CH3:37], predict the reactants needed to synthesize it. The reactants are: [CH2:1]([N:8]1[CH2:13][CH2:12][CH:11]([N:14]([C:25]2[CH:33]=[C:32]3[C:28]([CH:29]=[CH:30][NH:31]3)=[CH:27][CH:26]=2)[C:15](=[O:24])/[CH:16]=[CH:17]/[C:18]2[CH:23]=[CH:22][CH:21]=[CH:20][CH:19]=2)[CH2:10][CH2:9]1)[C:2]1[CH:7]=[CH:6][CH:5]=[CH:4][CH:3]=1.[H-].[Na+].[C:36](Cl)(=[O:38])[CH3:37]. (10) Given the product [Br:12][C:13]1[CH:14]=[CH:15][C:16]([CH:19]2[CH2:24][CH:23]([S:9][C:5]3[CH:6]=[CH:7][CH:8]=[C:3]([C:2]([F:1])([F:10])[F:11])[CH:4]=3)[CH2:22][CH2:21][O:20]2)=[CH:17][CH:18]=1, predict the reactants needed to synthesize it. The reactants are: [F:1][C:2]([F:11])([F:10])[C:3]1[CH:4]=[C:5]([SH:9])[CH:6]=[CH:7][CH:8]=1.[Br:12][C:13]1[CH:18]=[CH:17][C:16]([CH:19]2[CH2:24][CH:23](CS([O-])(=O)=O)[CH2:22][CH2:21][O:20]2)=[CH:15][CH:14]=1.C([O-])([O-])=O.[K+].[K+].